From a dataset of NCI-60 drug combinations with 297,098 pairs across 59 cell lines. Regression. Given two drug SMILES strings and cell line genomic features, predict the synergy score measuring deviation from expected non-interaction effect. (1) Drug 1: CC1=C(C(=O)C2=C(C1=O)N3CC4C(C3(C2COC(=O)N)OC)N4)N. Drug 2: C1C(C(OC1N2C=NC(=NC2=O)N)CO)O. Cell line: MOLT-4. Synergy scores: CSS=80.6, Synergy_ZIP=1.99, Synergy_Bliss=2.13, Synergy_Loewe=6.37, Synergy_HSA=9.02. (2) Drug 1: CCCCCOC(=O)NC1=NC(=O)N(C=C1F)C2C(C(C(O2)C)O)O. Drug 2: CCN(CC)CCCC(C)NC1=C2C=C(C=CC2=NC3=C1C=CC(=C3)Cl)OC. Cell line: SK-MEL-2. Synergy scores: CSS=26.4, Synergy_ZIP=4.52, Synergy_Bliss=9.10, Synergy_Loewe=-16.0, Synergy_HSA=5.17. (3) Drug 1: CC1=CC2C(CCC3(C2CCC3(C(=O)C)OC(=O)C)C)C4(C1=CC(=O)CC4)C. Drug 2: C1=C(C(=O)NC(=O)N1)N(CCCl)CCCl. Cell line: HOP-62. Synergy scores: CSS=26.2, Synergy_ZIP=1.24, Synergy_Bliss=2.17, Synergy_Loewe=-21.2, Synergy_HSA=-2.25. (4) Drug 1: CC1=C(C=C(C=C1)C(=O)NC2=CC(=CC(=C2)C(F)(F)F)N3C=C(N=C3)C)NC4=NC=CC(=N4)C5=CN=CC=C5. Drug 2: CCC1=C2CN3C(=CC4=C(C3=O)COC(=O)C4(CC)O)C2=NC5=C1C=C(C=C5)O. Cell line: MALME-3M. Synergy scores: CSS=9.14, Synergy_ZIP=-2.97, Synergy_Bliss=-4.48, Synergy_Loewe=-40.5, Synergy_HSA=-7.63. (5) Drug 1: CC12CCC3C(C1CCC2=O)CC(=C)C4=CC(=O)C=CC34C. Drug 2: C1C(C(OC1N2C=NC3=C2NC=NCC3O)CO)O. Cell line: HCT116. Synergy scores: CSS=38.3, Synergy_ZIP=-1.63, Synergy_Bliss=-1.69, Synergy_Loewe=-0.911, Synergy_HSA=-0.907. (6) Drug 1: CC1=C(C=C(C=C1)NC2=NC=CC(=N2)N(C)C3=CC4=NN(C(=C4C=C3)C)C)S(=O)(=O)N.Cl. Drug 2: CC1=C(C=C(C=C1)NC(=O)C2=CC=C(C=C2)CN3CCN(CC3)C)NC4=NC=CC(=N4)C5=CN=CC=C5. Cell line: TK-10. Synergy scores: CSS=7.76, Synergy_ZIP=9.93, Synergy_Bliss=11.5, Synergy_Loewe=7.36, Synergy_HSA=7.28.